From a dataset of Reaction yield outcomes from USPTO patents with 853,638 reactions. Predict the reaction yield, written as a fraction of the theoretical maximum amount of product (1.0 means a 100% yield; for example, 0.34 means a 34% yield). (1) The reactants are [Cl:1][C:2]1[CH:3]=[C:4]([C:8]2[C:12]([CH2:13][O:14][C:15]3[CH:23]=[CH:22][C:18]([C:19]([OH:21])=O)=[CH:17][N:16]=3)=[C:11]([CH3:24])[O:10][N:9]=2)[CH:5]=[CH:6][CH:7]=1.[NH:25]1[CH2:30][CH2:29][S:28](=[O:32])(=[O:31])[CH2:27][CH2:26]1. No catalyst specified. The product is [Cl:1][C:2]1[CH:3]=[C:4]([C:8]2[C:12]([CH2:13][O:14][C:15]3[N:16]=[CH:17][C:18]([C:19]([N:25]4[CH2:30][CH2:29][S:28](=[O:32])(=[O:31])[CH2:27][CH2:26]4)=[O:21])=[CH:22][CH:23]=3)=[C:11]([CH3:24])[O:10][N:9]=2)[CH:5]=[CH:6][CH:7]=1. The yield is 0.870. (2) The reactants are [CH3:1][S:2]([O-:4])=[O:3].[Na+].[Cl:6][C:7]1[N:12]=[C:11]([N:13]2[CH2:18][CH2:17][O:16][CH2:15][C@H:14]2[CH3:19])[CH:10]=[C:9]([CH2:20]I)[N:8]=1. The product is [Cl:6][C:7]1[N:12]=[C:11]([N:13]2[CH2:18][CH2:17][O:16][CH2:15][C@H:14]2[CH3:19])[CH:10]=[C:9]([CH2:20][S:2]([CH3:1])(=[O:4])=[O:3])[N:8]=1. The catalyst is CN(C=O)C.C(Cl)Cl. The yield is 0.630. (3) The reactants are [Cl:1][C:2]1[CH:7]=[C:6]([C:8](=[NH:22])[NH:9][C:10](=[O:21])[C:11]2[C:16](F)=[CH:15][N:14]=[CH:13][C:12]=2[CH:18]2[CH2:20][CH2:19]2)[CH:5]=[CH:4][N:3]=1.C(=O)([O-])[O-].[Cs+].[Cs+]. The catalyst is CN(C)C(=O)C.CC(O)=O. The product is [Cl:1][C:2]1[CH:7]=[C:6]([C:8]2[NH:9][C:10](=[O:21])[C:11]3[C:12]([CH:18]4[CH2:20][CH2:19]4)=[CH:13][N:14]=[CH:15][C:16]=3[N:22]=2)[CH:5]=[CH:4][N:3]=1. The yield is 0.330. (4) The reactants are [C:1]([PH:5][C:6]([CH3:9])([CH3:8])[CH3:7])([CH3:4])([CH3:3])[CH3:2].[Cl:10]C(Cl)(Cl)C(OCC)=O. No catalyst specified. The product is [C:1]([P:5]([C:6]([CH3:9])([CH3:8])[CH3:7])[Cl:10])([CH3:4])([CH3:3])[CH3:2]. The yield is 0.570. (5) The reactants are C(=O)(O)[O-].[Na+].Br.[Br:7][CH2:8][CH2:9][NH2:10].[CH3:11][O:12][C:13](=[O:25])[C:14]1[CH:19]=[C:18]([S:20](Cl)(=[O:22])=[O:21])[CH:17]=[CH:16][C:15]=1[CH3:24]. The catalyst is O.CC(C)=O. The product is [CH3:11][O:12][C:13](=[O:25])[C:14]1[CH:19]=[C:18]([S:20](=[O:21])(=[O:22])[NH:10][CH2:9][CH2:8][Br:7])[CH:17]=[CH:16][C:15]=1[CH3:24]. The yield is 0.750. (6) The reactants are [OH-].[Na+].C1(C[O:10][C:11]([C:13]2([NH:19][C:20]([C:22]3[CH:27]=[CH:26][C:25]([CH2:28][N:29]4[CH2:34][CH2:33][O:32][CH2:31][CH2:30]4)=[CH:24][CH:23]=3)=O)[CH2:18][CH2:17][CH2:16][CH2:15][CH2:14]2)=[O:12])C=CC=CC=1.Cl.C(N(CC)CC)C.Cl.C(N=C=NCCCN(C)C)C. The catalyst is O1CCCC1.C(Cl)Cl. The product is [N:29]1([CH2:28][C:25]2[CH:24]=[CH:23][C:22]([C:20]3[O:10][C:11](=[O:12])[C:13]4([CH2:18][CH2:17][CH2:16][CH2:15][CH2:14]4)[N:19]=3)=[CH:27][CH:26]=2)[CH2:34][CH2:33][O:32][CH2:31][CH2:30]1. The yield is 0.800. (7) The reactants are [CH3:1][N:2]1[C:6]([NH:7][C:8]([C:10]2[CH:15]=[CH:14][CH:13]=[CH:12][C:11]=2[S:16]C(=O)C2C=CC=CC=2)=[O:9])=[CH:5][C:4]([CH3:25])=[N:3]1.[OH-].[Na+].C([O-])(O)=O.[Na+]. The catalyst is C1COCC1.CO. The product is [CH3:1][N:2]1[C:6]([NH:7][C:8](=[O:9])[C:10]2[CH:15]=[CH:14][CH:13]=[CH:12][C:11]=2[SH:16])=[CH:5][C:4]([CH3:25])=[N:3]1. The yield is 0.670.